Dataset: Forward reaction prediction with 1.9M reactions from USPTO patents (1976-2016). Task: Predict the product of the given reaction. (1) The product is: [F:20][C:19]([F:22])([F:21])[C:18]1[NH:3][N:2]=[CH:24][C:17]=1[C:16]([O:15][CH2:13][CH3:14])=[O:28]. Given the reactants Cl.[NH2:2][NH2:3].CCN(C(C)C)C(C)C.[CH2:13]([O:15][C:16](=[O:28])/[C:17](=[CH:24]/OCC)/[C:18](=O)[C:19]([F:22])([F:21])[F:20])[CH3:14], predict the reaction product. (2) The product is: [CH3:54][O:55][C:56](=[O:64])[C:57]1[CH:62]=[CH:61][CH:60]=[C:59]([NH:63][C:19]([C:13]2[C:14](=[O:18])[NH:15][C:16]3[C:11]([CH:12]=2)=[CH:10][CH:9]=[C:8]([N:5]2[CH2:4][CH2:3][N:2]([CH3:1])[CH2:7][CH2:6]2)[N:17]=3)=[O:20])[CH:58]=1. Given the reactants [CH3:1][N:2]1[CH2:7][CH2:6][N:5]([C:8]2[N:17]=[C:16]3[C:11]([CH:12]=[C:13]([C:19](O)=[O:20])[C:14](=[O:18])[NH:15]3)=[CH:10][CH:9]=2)[CH2:4][CH2:3]1.Cl.CN(C(ON1N=NC2C=CC=NC1=2)=[N+](C)C)C.F[P-](F)(F)(F)(F)F.C(N(CC)CC)C.[CH3:54][O:55][C:56](=[O:64])[C:57]1[CH:62]=[CH:61][CH:60]=[C:59]([NH2:63])[CH:58]=1.C(=O)(O)[O-].[Na+], predict the reaction product. (3) Given the reactants C([N:8]1[CH2:12][C@@H:11]([C:13]2[CH:18]=[CH:17][C:16]([F:19])=[CH:15][C:14]=2[F:20])[C@H:10]([CH:21]=O)[CH2:9]1)(OC(C)(C)C)=O.[NH:23]1[CH2:27][CH2:26][CH2:25][CH2:24]1, predict the reaction product. The product is: [F:20][C:14]1[CH:15]=[C:16]([F:19])[CH:17]=[CH:18][C:13]=1[C@H:11]1[C@H:10]([CH2:21][N:23]2[CH2:27][CH2:26][CH2:25][CH2:24]2)[CH2:9][NH:8][CH2:12]1. (4) The product is: [CH2:1]([C:4]([C:11]1[CH:16]=[CH:15][C:14]([C:18]#[N:19])=[CH:13][CH:12]=1)([CH2:8][CH:9]=[CH2:10])[CH2:5][CH:6]=[CH2:7])[CH:2]=[CH2:3]. Given the reactants [CH2:1]([C:4]([C:11]1[CH:16]=[CH:15][C:14](I)=[CH:13][CH:12]=1)([CH2:8][CH:9]=[CH2:10])[CH2:5][CH:6]=[CH2:7])[CH:2]=[CH2:3].[C:18]([Cu])#[N:19].[NH4+].[OH-], predict the reaction product. (5) Given the reactants C[O:2][C:3](=[O:41])[C@@H:4]([NH:9][C:10]([C:12]1[N:13]=[C:14]([CH2:35][CH:36]2[CH2:40][CH2:39][CH2:38][CH2:37]2)[C:15]2[C:20]([CH:21]=1)=[CH:19][CH:18]=[C:17]([C:22](=[O:34])[NH:23][CH:24]1[CH2:29][CH2:28][CH:27]([C:30]([CH3:33])([CH3:32])[CH3:31])[CH2:26][CH2:25]1)[CH:16]=2)=[O:11])[C:5]([CH3:8])([CH3:7])[CH3:6].[Li+].[OH-], predict the reaction product. The product is: [C:30]([CH:27]1[CH2:28][CH2:29][CH:24]([NH:23][C:22]([C:17]2[CH:16]=[C:15]3[C:20]([CH:21]=[C:12]([C:10]([NH:9][C@@H:4]([C:5]([CH3:8])([CH3:7])[CH3:6])[C:3]([OH:41])=[O:2])=[O:11])[N:13]=[C:14]3[CH2:35][CH:36]3[CH2:37][CH2:38][CH2:39][CH2:40]3)=[CH:19][CH:18]=2)=[O:34])[CH2:25][CH2:26]1)([CH3:33])([CH3:32])[CH3:31]. (6) Given the reactants [CH3:1][CH2:2][N:3]([CH2:6][C:7]([NH:9][C:10]1[C:11]([CH3:17])=[CH:12][CH:13]=[CH:14][C:15]=1[CH3:16])=[O:8])[CH2:4][CH3:5].[C:18]([OH:23])(=[O:22])[CH:19]([CH3:21])[OH:20], predict the reaction product. The product is: [CH3:5][CH2:4][N:3]([CH2:6][C:7]([NH:9][C:10]1[C:15]([CH3:16])=[CH:14][CH:13]=[CH:12][C:11]=1[CH3:17])=[O:8])[CH2:2][CH3:1].[C:18]([OH:23])(=[O:22])[CH:19]([CH3:21])[OH:20].